The task is: Regression. Given two drug SMILES strings and cell line genomic features, predict the synergy score measuring deviation from expected non-interaction effect.. This data is from NCI-60 drug combinations with 297,098 pairs across 59 cell lines. Drug 1: C1=CC=C(C(=C1)C(C2=CC=C(C=C2)Cl)C(Cl)Cl)Cl. Drug 2: C1=NNC2=C1C(=O)NC=N2. Cell line: DU-145. Synergy scores: CSS=3.28, Synergy_ZIP=2.36, Synergy_Bliss=6.21, Synergy_Loewe=-0.674, Synergy_HSA=1.60.